This data is from Forward reaction prediction with 1.9M reactions from USPTO patents (1976-2016). The task is: Predict the product of the given reaction. The product is: [F:1][C@@H:2]1[CH2:6][CH2:5][N:4]([CH2:7][C:8]2[CH:9]=[C:10]3[N:16]=[C:15]([C:17]4[CH:23]=[CH:22][CH:21]=[CH:20][C:18]=4[NH:19][C:43](=[O:44])[C:42]4[CH:46]=[CH:47][CH:48]=[C:40]([O:39][CH:33]5[CH:34]6[CH2:35][CH2:36][N:31]([CH2:38][CH2:37]6)[CH2:32]5)[CH:41]=4)[S:14][C:11]3=[N:12][CH:13]=2)[CH2:3]1. Given the reactants [F:1][C@@H:2]1[CH2:6][CH2:5][N:4]([CH2:7][C:8]2[CH:9]=[C:10]3[N:16]=[C:15]([C:17]4[CH:23]=[CH:22][CH:21]=[CH:20][C:18]=4[NH2:19])[S:14][C:11]3=[N:12][CH:13]=2)[CH2:3]1.C(N(CC)CC)C.[N:31]12[CH2:38][CH2:37][CH:34]([CH2:35][CH2:36]1)[CH:33]([O:39][C:40]1[CH:41]=[C:42]([CH:46]=[CH:47][CH:48]=1)[C:43](Cl)=[O:44])[CH2:32]2, predict the reaction product.